Predict the product of the given reaction. From a dataset of Forward reaction prediction with 1.9M reactions from USPTO patents (1976-2016). (1) Given the reactants [CH3:1][C:2]([CH3:7])([CH3:6])[CH2:3][CH:4]=O.[O:8]1[CH2:12][CH2:11][CH2:10][C@@H:9]1[CH2:13][NH2:14].[S-:15][C:16]#[N:17].[K+].[I:19]I.S(S([O-])=O)([O-])(=O)=O.[Na+].[Na+], predict the reaction product. The product is: [IH:19].[C:2]([C:3]1[S:15][C:16](=[NH:17])[N:14]([CH2:13][C@H:9]2[CH2:10][CH2:11][CH2:12][O:8]2)[CH:4]=1)([CH3:7])([CH3:6])[CH3:1]. (2) Given the reactants [CH:1]1([O:6][CH2:7][CH2:8][O:9][C:10]2[CH:20]=[CH:19][C:13]([O:14][CH2:15][CH:16]3[CH2:18][O:17]3)=[CH:12][CH:11]=2)[CH2:5][CH2:4][CH2:3][CH2:2]1.Cl.[NH2:22][CH2:23][CH2:24][NH:25][C:26]([NH:28][C:29]1[CH:34]=[CH:33][C:32]([O:35][CH2:36][CH2:37][F:38])=[CH:31][CH:30]=1)=[O:27].C1(OCCOC2C=CC(OCC(O)CNCCNC(NC3C=CC([N+]([O-])=O)=CC=3)=O)=CC=2)CCCC1, predict the reaction product. The product is: [CH:1]1([O:6][CH2:7][CH2:8][O:9][C:10]2[CH:20]=[CH:19][C:13]([O:14][CH2:15][CH:16]([OH:17])[CH2:18][NH:22][CH2:23][CH2:24][NH:25][C:26]([NH:28][C:29]3[CH:34]=[CH:33][C:32]([O:35][CH2:36][CH2:37][F:38])=[CH:31][CH:30]=3)=[O:27])=[CH:12][CH:11]=2)[CH2:5][CH2:4][CH2:3][CH2:2]1.